From a dataset of Catalyst prediction with 721,799 reactions and 888 catalyst types from USPTO. Predict which catalyst facilitates the given reaction. (1) Reactant: [Br:1][C:2]1[CH:7]=[CH:6][C:5]([S:8]([N:11]2[CH2:16][CH2:15][C:14]([CH2:18][N:19]([CH:24]3[CH2:26][CH2:25]3)[C:20](=[O:23])[CH2:21]Cl)([OH:17])[CH:13]([F:27])[CH2:12]2)(=[O:10])=[O:9])=[CH:4][CH:3]=1.[H-].[Na+]. Product: [Br:1][C:2]1[CH:7]=[CH:6][C:5]([S:8]([N:11]2[CH2:16][CH2:15][C:14]3([O:17][CH2:21][C:20](=[O:23])[N:19]([CH:24]4[CH2:26][CH2:25]4)[CH2:18]3)[CH:13]([F:27])[CH2:12]2)(=[O:10])=[O:9])=[CH:4][CH:3]=1. The catalyst class is: 7. (2) Reactant: [F:1][C:2]1[CH:7]=[CH:6][C:5]([CH:8]2[C:16]3[C:11](=[CH:12][C:13]([CH2:17][OH:18])=[CH:14][CH:15]=3)[CH2:10][O:9]2)=[CH:4][CH:3]=1. Product: [F:1][C:2]1[CH:7]=[CH:6][C:5]([CH:8]2[C:16]3[C:11](=[CH:12][C:13]([CH:17]=[O:18])=[CH:14][CH:15]=3)[CH2:10][O:9]2)=[CH:4][CH:3]=1. The catalyst class is: 661. (3) Reactant: [CH3:1][O:2][C:3]([C:5]1[CH:6]=[C:7]([N:11]2[C:15](=[O:16])[CH2:14][S:13][C:12]2=[S:17])[CH:8]=[CH:9][CH:10]=1)=[O:4].[CH2:18]([O:20][C:21]1[CH:22]=[C:23]([CH:26]=[CH:27][C:28]=1[OH:29])[CH:24]=O)[CH3:19].C([O-])(=O)C.[NH4+].O. Product: [CH3:1][O:2][C:3]([C:5]1[CH:6]=[C:7]([N:11]2[C:15](=[O:16])[C:14](=[CH:24][C:23]3[CH:26]=[CH:27][C:28]([OH:29])=[C:21]([O:20][CH2:18][CH3:19])[CH:22]=3)[S:13][C:12]2=[S:17])[CH:8]=[CH:9][CH:10]=1)=[O:4]. The catalyst class is: 15. (4) Reactant: [CH3:1][N:2]1[CH:6]=[C:5]([C:7]2[CH:8]=[N:9][C:10]3[C:15]([CH:16]=2)=[CH:14][C:13]([CH2:17][C:18]([NH:20][NH2:21])=O)=[CH:12][CH:11]=3)[CH:4]=[N:3]1.[Cl:22][C:23]1[N:24]=[N:25][C:26](Cl)=[CH:27][CH:28]=1. Product: [Cl:22][C:23]1[CH:28]=[CH:27][C:26]2[N:20]([C:18]([CH2:17][C:13]3[CH:14]=[C:15]4[C:10](=[CH:11][CH:12]=3)[N:9]=[CH:8][C:7]([C:5]3[CH:4]=[N:3][N:2]([CH3:1])[CH:6]=3)=[CH:16]4)=[N:24][N:25]=2)[N:21]=1. The catalyst class is: 114. (5) Product: [N:10]1[CH:2]=[CH:3][N:16]2[CH:15]=[C:14]([C:17]([O:19][CH3:20])=[O:18])[CH:13]=[N:12][C:11]=12. Reactant: Br[CH2:2][CH:3](OCC)OCC.[NH2:10][C:11]1[N:16]=[CH:15][C:14]([C:17]([O:19][CH3:20])=[O:18])=[CH:13][N:12]=1.Br. The catalyst class is: 8. (6) Reactant: [Cl-].[Cl-].[Cl-].[In+3].C([SiH](CC)CC)C.[CH3:12][O:13][C:14](=[O:33])[CH2:15][C:16]1[C:25]([C:26]#[CH:27])=[C:24]([O:28][C:29](=[O:31])[CH3:30])[C:23]2[C:18](=[CH:19][CH:20]=[C:21]([F:32])[CH:22]=2)[CH:17]=1.C(B(CC)CC)C. Product: [CH3:12][O:13][C:14](=[O:33])[CH2:15][C:16]1[C:25]([CH:26]=[CH2:27])=[C:24]([O:28][C:29](=[O:31])[CH3:30])[C:23]2[C:18](=[CH:19][CH:20]=[C:21]([F:32])[CH:22]=2)[CH:17]=1. The catalyst class is: 47. (7) Product: [Br:18][C:19]1[CH:20]=[C:21]([CH:26]=[CH:27][C:28]=1[CH2:29][NH:1][C@@H:2]([C:5]1[CH:10]=[CH:9][CH:8]=[CH:7][C:6]=1[CH3:11])[CH2:3][OH:4])[C:22]([O:24][CH3:25])=[O:23]. The catalyst class is: 23. Reactant: [NH2:1][C@@H:2]([C:5]1[CH:10]=[CH:9][CH:8]=[CH:7][C:6]=1[CH3:11])[CH2:3][OH:4].C([O-])([O-])=O.[K+].[K+].[Br:18][C:19]1[CH:20]=[C:21]([CH:26]=[CH:27][C:28]=1[CH2:29]Br)[C:22]([O:24][CH3:25])=[O:23]. (8) Reactant: [Cl:1][C:2]1[CH:7]=[CH:6][C:5]([C:8]2[C:9]([CH:14]=O)=[CH:10][CH:11]=[CH:12][CH:13]=2)=[CH:4][CH:3]=1.[N:16]1([C:22]([O:24][C:25]([CH3:28])([CH3:27])[CH3:26])=[O:23])[CH2:21][CH2:20][NH:19][CH2:18][CH2:17]1.C(O[BH-](OC(=O)C)OC(=O)C)(=O)C.[Na+].CO. Product: [Cl:1][C:2]1[CH:3]=[CH:4][C:5]([C:8]2[CH:13]=[CH:12][CH:11]=[CH:10][C:9]=2[CH2:14][N:19]2[CH2:18][CH2:17][N:16]([C:22]([O:24][C:25]([CH3:28])([CH3:27])[CH3:26])=[O:23])[CH2:21][CH2:20]2)=[CH:6][CH:7]=1. The catalyst class is: 158.